Task: Predict the reaction yield, written as a fraction of the theoretical maximum amount of product (1.0 means a 100% yield; for example, 0.34 means a 34% yield).. Dataset: Reaction yield outcomes from USPTO patents with 853,638 reactions (1) The reactants are [C:1]1([CH3:13])[CH:6]=[CH:5][C:4]([C:7]2[CH2:11][CH2:10][C:9](=[O:12])[CH:8]=2)=[CH:3][CH:2]=1.[BH4-].[Na+]. The catalyst is C(O)C. The product is [C:1]1([CH3:13])[CH:2]=[CH:3][C:4]([C:7]2[CH2:11][CH2:10][CH:9]([OH:12])[CH:8]=2)=[CH:5][CH:6]=1. The yield is 0.750. (2) The reactants are [F:1][C:2]1[CH:7]=[C:6]([NH2:8])[CH:5]=[CH:4][C:3]=1[NH:9][CH2:10][CH2:11][N:12]1[CH2:17][CH2:16][O:15][CH2:14][CH2:13]1.C[Al](C)C.C[O:23][C:24](=O)/[CH:25]=[C:26](\[NH:28][C:29](=O)[CH2:30][O:31][C:32]1[CH:37]=[CH:36][CH:35]=[C:34]([F:38])[CH:33]=1)/[CH3:27].O. The catalyst is C(Cl)Cl. The product is [F:1][C:2]1[CH:7]=[C:6]([N:8]2[C:24](=[O:23])[CH:25]=[C:26]([CH3:27])[N:28]=[C:29]2[CH2:30][O:31][C:32]2[CH:37]=[CH:36][CH:35]=[C:34]([F:38])[CH:33]=2)[CH:5]=[CH:4][C:3]=1[NH:9][CH2:10][CH2:11][N:12]1[CH2:17][CH2:16][O:15][CH2:14][CH2:13]1. The yield is 0.790. (3) The yield is 0.160. The product is [Br:1][C:2]1[N:7]=[C:6]([CH:8]([OH:13])[C:9]([NH2:14])=[O:10])[CH:5]=[CH:4][CH:3]=1. No catalyst specified. The reactants are [Br:1][C:2]1[N:7]=[C:6]([CH:8]([OH:13])[C:9](OC)=[O:10])[CH:5]=[CH:4][CH:3]=1.[NH4+:14].[Cl-].N. (4) The reactants are [Br:1][C:2]1[CH:3]=[C:4]([NH2:21])[C:5]([NH:8][CH2:9][C:10]2[CH:20]=[CH:19][C:13]3[N:14]=[C:15]([S:17][CH3:18])[O:16][C:12]=3[CH:11]=2)=[CH:6][CH:7]=1.[CH:22](OCC)(OCC)OCC. The catalyst is C(O)=O. The product is [Br:1][C:2]1[CH:7]=[CH:6][C:5]2[N:8]([CH2:9][C:10]3[CH:20]=[CH:19][C:13]4[N:14]=[C:15]([S:17][CH3:18])[O:16][C:12]=4[CH:11]=3)[CH:22]=[N:21][C:4]=2[CH:3]=1. The yield is 0.683. (5) The reactants are [C:1]([O:6][CH2:7][CH2:8][S:9][CH2:10][C:11]([OH:13])=[O:12])(=[O:5])[C:2]([CH3:4])=[CH2:3].I([O-])(=O)(=O)=[O:15].[Na+].C(Cl)(Cl)Cl.CO.C(O)(C(F)(F)F)=O. The catalyst is C(#N)C.O. The product is [C:1]([O:6][CH2:7][CH2:8][S:9]([CH2:10][C:11]([OH:13])=[O:12])=[O:15])(=[O:5])[C:2]([CH3:4])=[CH2:3]. The yield is 0.810. (6) The reactants are Cl[CH2:2][C:3]([NH:5][C:6]1[CH:11]=[CH:10][C:9]([C:12]([F:15])([F:14])[F:13])=[CH:8][CH:7]=1)=[O:4].C(NC(C)C)(C)C.[N:23]1([C:29]2[N:36]=[CH:35][CH:34]=[CH:33][C:30]=2[C:31]#[N:32])[CH2:28][CH2:27][NH:26][CH2:25][CH2:24]1. The catalyst is C1(C)C=CC=CC=1. The product is [C:31]([C:30]1[C:29]([N:23]2[CH2:24][CH2:25][N:26]([CH2:2][C:3]([NH:5][C:6]3[CH:11]=[CH:10][C:9]([C:12]([F:15])([F:14])[F:13])=[CH:8][CH:7]=3)=[O:4])[CH2:27][CH2:28]2)=[N:36][CH:35]=[CH:34][CH:33]=1)#[N:32]. The yield is 0.780. (7) The reactants are [F-].C([N+](CCCC)(CCCC)CCCC)CCC.[O:19]1[CH:23]=[CH:22][C:21]([C:24]2[CH:31]=[CH:30][CH:29]=[CH:28][C:25]=2[CH:26]=[O:27])=[CH:20]1.[F:32][C:33]([Si](C)(C)C)([F:35])[F:34].Cl. The catalyst is C1COCC1. The product is [F:32][C:33]([F:35])([F:34])[CH:26]([C:25]1[CH:28]=[CH:29][CH:30]=[CH:31][C:24]=1[C:21]1[CH:22]=[CH:23][O:19][CH:20]=1)[OH:27]. The yield is 0.900. (8) The reactants are C[O:2][C:3]1[CH:4]=[C:5]2[C:10](=[CH:11][CH:12]=1)[N:9]=[C:8]([C:13]1[CH:21]=[CH:20][C:16]([C:17]([OH:19])=[O:18])=[CH:15][CH:14]=1)[N:7]=[C:6]2[CH3:22].B(Br)(Br)Br. The catalyst is C(Cl)Cl. The product is [OH:2][C:3]1[CH:4]=[C:5]2[C:10](=[CH:11][CH:12]=1)[N:9]=[C:8]([C:13]1[CH:14]=[CH:15][C:16]([C:17]([OH:19])=[O:18])=[CH:20][CH:21]=1)[N:7]=[C:6]2[CH3:22]. The yield is 0.760. (9) The reactants are [C:1]([C:3]1[S:4][C:5]2[C:11]([C:12]#[N:13])=[C:10](/[N:14]=[CH:15]/[N:16](C)C)[CH:9]=[CH:8][C:6]=2[N:7]=1)#[N:2].N[C:20]1[CH:21]=[CH:22][C:23]2[NH:27][CH:26]=[N:25][C:24]=2[CH:28]=1.[K+].[Br-]. The catalyst is C(Cl)Cl.CO. The product is [NH:25]1[C:24]2[CH:28]=[C:20]([NH:13][C:12]3[C:11]4[C:10](=[CH:9][CH:8]=[C:6]5[N:7]=[C:3]([C:1]#[N:2])[S:4][C:5]5=4)[N:14]=[CH:15][N:16]=3)[CH:21]=[CH:22][C:23]=2[N:27]=[CH:26]1. The yield is 0.980.